From a dataset of Forward reaction prediction with 1.9M reactions from USPTO patents (1976-2016). Predict the product of the given reaction. (1) Given the reactants Cl[C:2]1[C:11]2[C:6](=[C:7]([O:14][CH3:15])[C:8]([O:12][CH3:13])=[CH:9][CH:10]=2)[CH:5]=[C:4]([NH:16][C:17]2[CH:21]=[C:20]([CH3:22])[NH:19][N:18]=2)[N:3]=1.[CH3:23][OH:24], predict the reaction product. The product is: [CH3:23][O:24][C:2]1[C:11]2[C:6](=[C:7]([O:14][CH3:15])[C:8]([O:12][CH3:13])=[CH:9][CH:10]=2)[CH:5]=[C:4]([NH:16][C:17]2[CH:21]=[C:20]([CH3:22])[NH:19][N:18]=2)[N:3]=1. (2) Given the reactants [Cl:1][C:2]1[CH:11]=[CH:10][C:9]([N:12]2[CH:16]=[CH:15][C:14]([CH3:17])=[N:13]2)=[CH:8][C:3]=1[C:4](OC)=[O:5].[NH3:18], predict the reaction product. The product is: [Cl:1][C:2]1[CH:11]=[CH:10][C:9]([N:12]2[CH:16]=[CH:15][C:14]([CH3:17])=[N:13]2)=[CH:8][C:3]=1[C:4]([NH2:18])=[O:5]. (3) Given the reactants [OH:1][C:2]1[CH:7]=[CH:6][C:5]([N:8]2[C:12](=[O:13])[CH2:11][C@H:10]([C:14]([OH:16])=[O:15])[CH2:9]2)=[CH:4][CH:3]=1.S(=O)(=O)(O)O.[CH3:22]OC(OC)(C)C.O, predict the reaction product. The product is: [CH3:22][O:15][C:14]([C@H:10]1[CH2:11][C:12](=[O:13])[N:8]([C:5]2[CH:4]=[CH:3][C:2]([OH:1])=[CH:7][CH:6]=2)[CH2:9]1)=[O:16]. (4) The product is: [Br:1][C:2]1[CH:7]=[C:6]([CH:11]([O:14][CH3:15])[O:12][CH3:13])[C:5]([Cl:10])=[CH:4][N:3]=1. Given the reactants [Br:1][C:2]1[CH:7]=[C:6](C=O)[C:5]([Cl:10])=[CH:4][N:3]=1.[CH:11](OC)([O:14][CH3:15])[O:12][CH3:13], predict the reaction product. (5) The product is: [Cl:1][CH2:2][CH:3]1[C:11]2[C:10]3[CH:12]=[CH:13][C:14]([N+:16]([O-:18])=[O:17])=[CH:15][C:9]=3[CH:8]=[CH:7][C:6]=2[NH:5][CH2:4]1. Given the reactants [Cl:1][CH2:2][CH:3]1[C:11]2[C:10]3[CH:12]=[CH:13][C:14]([N+:16]([O-:18])=[O:17])=[CH:15][C:9]=3[CH:8]=[CH:7][C:6]=2[N:5](C(=O)C(F)(F)F)[CH2:4]1.C([O-])([O-])=O.[Cs+].[Cs+].CC(O)=O, predict the reaction product. (6) Given the reactants [C:1]([O:5][C:6](=[O:17])[N:7]([C:9]1[CH:14]=[C:13]([Cl:15])[CH:12]=[CH:11][C:10]=1[NH2:16])[CH3:8])([CH3:4])([CH3:3])[CH3:2].[O:18]=[C:19]1[NH:23][C:22](=[O:24])[CH:21]([CH2:25][C:26]2[CH:36]=[CH:35][C:29]([O:30][CH2:31][C:32](O)=[O:33])=[CH:28][CH:27]=2)[S:20]1.C(N(CC)CC)C.C(P(=O)(OCC)OCC)#N, predict the reaction product. The product is: [C:1]([O:5][C:6](=[O:17])[N:7]([C:9]1[CH:14]=[C:13]([Cl:15])[CH:12]=[CH:11][C:10]=1[NH:16][C:32](=[O:33])[CH2:31][O:30][C:29]1[CH:28]=[CH:27][C:26]([CH2:25][CH:21]2[S:20][C:19](=[O:18])[NH:23][C:22]2=[O:24])=[CH:36][CH:35]=1)[CH3:8])([CH3:4])([CH3:2])[CH3:3]. (7) Given the reactants [F:1][CH:2]([CH2:12][CH2:13][C:14]1[S:15][C:16]([C:19](=[O:32])[NH:20][CH2:21][C:22]2[CH:27]=[C:26]([C:28]([F:31])([F:30])[F:29])[CH:25]=[CH:24][N:23]=2)=[N:17][N:18]=1)[CH2:3][N:4]1[CH:8]=[C:7]([C:9](O)=[O:10])[N:6]=[N:5]1.Cl.CN.[CH3:36][N:37](C(ON1N=NC2C=CC=NC1=2)=[N+](C)C)C.F[P-](F)(F)(F)(F)F.CCN(C(C)C)C(C)C, predict the reaction product. The product is: [F:1][CH:2]([CH2:3][N:4]1[CH:8]=[C:7]([C:9](=[O:10])[NH:37][CH3:36])[N:6]=[N:5]1)[CH2:12][CH2:13][C:14]1[S:15][C:16]([C:19]([NH:20][CH2:21][C:22]2[CH:27]=[C:26]([C:28]([F:29])([F:30])[F:31])[CH:25]=[CH:24][N:23]=2)=[O:32])=[N:17][N:18]=1. (8) Given the reactants [C:1]1([CH:7]([NH2:14])[C:8]2[CH:13]=[CH:12][CH:11]=[CH:10][CH:9]=2)[CH:6]=[CH:5][CH:4]=[CH:3][CH:2]=1.[C:15]1(=O)[CH2:19][CH2:18][CH2:17][CH2:16]1.O1CCCC1.[PH2:26](=[O:28])[OH:27], predict the reaction product. The product is: [C:1]1([CH:7]([NH:14][C:15]2([PH:26](=[O:27])[OH:28])[CH2:19][CH2:18][CH2:17][CH2:16]2)[C:8]2[CH:9]=[CH:10][CH:11]=[CH:12][CH:13]=2)[CH:6]=[CH:5][CH:4]=[CH:3][CH:2]=1. (9) Given the reactants Cl[C:2]1[CH:3]=[C:4]([O:11][CH2:12][CH3:13])[C:5]([N+:8]([O-:10])=[O:9])=[N:6][CH:7]=1.[N:14]1[CH:19]=[CH:18][CH:17]=[C:16]([OH:20])[CH:15]=1.C([O-])([O-])=O.[K+].[K+].CN(C=O)C, predict the reaction product. The product is: [CH2:12]([O:11][C:4]1[C:5]([N+:8]([O-:10])=[O:9])=[N:6][CH:7]=[C:2]([O:20][C:16]2[CH:15]=[N:14][CH:19]=[CH:18][CH:17]=2)[CH:3]=1)[CH3:13]. (10) Given the reactants [F:1][C:2]([F:7])([F:6])[C:3]([OH:5])=[O:4].C([O:12][C:13](=[O:43])[CH2:14][N:15]([S:25]([C:28]1[CH:37]=[C:36]2[C:31]([C:32]([Cl:42])=[CH:33][N:34]=[C:35]2[NH:38][C:39]([NH2:41])=[NH:40])=[CH:30][CH:29]=1)(=[O:27])=[O:26])[CH2:16][C:17]1[CH:22]=[CH:21][CH:20]=[CH:19][C:18]=1[O:23][CH3:24])(C)(C)C, predict the reaction product. The product is: [F:1][C:2]([F:7])([F:6])[C:3]([OH:5])=[O:4].[Cl:42][C:32]1[C:31]2[C:36](=[CH:37][C:28]([S:25]([N:15]([CH2:16][C:17]3[CH:22]=[CH:21][CH:20]=[CH:19][C:18]=3[O:23][CH3:24])[CH2:14][C:13]([OH:43])=[O:12])(=[O:26])=[O:27])=[CH:29][CH:30]=2)[C:35]([NH:38][C:39]([NH2:41])=[NH:40])=[N:34][CH:33]=1.